This data is from Reaction yield outcomes from USPTO patents with 853,638 reactions. The task is: Predict the reaction yield, written as a fraction of the theoretical maximum amount of product (1.0 means a 100% yield; for example, 0.34 means a 34% yield). (1) The reactants are [Cl:1][C:2]1[CH:7]=[CH:6][C:5]([C:8]2[C:12]([CH2:13][CH2:14][C:15]([OH:17])=O)=[CH:11][O:10][N:9]=2)=[CH:4][CH:3]=1.C([N:20](CC)CC)C.C(Cl)(=O)OCC.N. The catalyst is O.O1CCCC1. The product is [Cl:1][C:2]1[CH:7]=[CH:6][C:5]([C:8]2[C:12]([CH2:13][CH2:14][C:15]([NH2:20])=[O:17])=[CH:11][O:10][N:9]=2)=[CH:4][CH:3]=1. The yield is 0.710. (2) The reactants are C([O:8][C:9]1[CH:18]=[C:17]2[C:12]([C:13]([O:19][C:20]3[CH:25]=[CH:24][C:23]([NH:26][C:27](=[O:39])[C:28]([NH:30][CH2:31][CH2:32][C:33]4[CH:38]=[CH:37][CH:36]=[CH:35][CH:34]=4)=[O:29])=[CH:22][C:21]=3[F:40])=[CH:14][CH:15]=[N:16]2)=[CH:11][C:10]=1[O:41][CH3:42])C1C=CC=CC=1. The catalyst is CO.CN(C=O)C.ClCCl.C(OCC)(=O)C.C(O)(=O)C.[OH-].[Pd+2].[OH-]. The product is [F:40][C:21]1[CH:22]=[C:23]([NH:26][C:27](=[O:39])[C:28]([NH:30][CH2:31][CH2:32][C:33]2[CH:34]=[CH:35][CH:36]=[CH:37][CH:38]=2)=[O:29])[CH:24]=[CH:25][C:20]=1[O:19][C:13]1[C:12]2[C:17](=[CH:18][C:9]([OH:8])=[C:10]([O:41][CH3:42])[CH:11]=2)[N:16]=[CH:15][CH:14]=1. The yield is 0.950.